This data is from Forward reaction prediction with 1.9M reactions from USPTO patents (1976-2016). The task is: Predict the product of the given reaction. (1) The product is: [CH3:2][NH:4][C:5]1[CH:10]=[CH:9][C:8]([N:11]2[C:16](=[O:17])[N:15]([C:18]3[CH:23]=[CH:22][C:21]([NH:24][CH3:25])=[CH:20][C:19]=3[CH3:28])[C:14](=[O:29])[N:13]([C:30]3[CH:35]=[CH:34][C:33]([NH:36][CH3:37])=[CH:32][C:31]=3[CH3:40])[C:12]2=[O:41])=[C:7]([CH3:42])[CH:6]=1. Given the reactants Cl.[CH:2]([N:4](C)[C:5]1[CH:10]=[CH:9][C:8]([N:11]2[C:16](=[O:17])[N:15]([C:18]3[CH:23]=[CH:22][C:21]([N:24](C)[CH:25]=O)=[CH:20][C:19]=3[CH3:28])[C:14](=[O:29])[N:13]([C:30]3[CH:35]=[CH:34][C:33]([N:36](C)[CH:37]=O)=[CH:32][C:31]=3[CH3:40])[C:12]2=[O:41])=[C:7]([CH3:42])[CH:6]=1)=O, predict the reaction product. (2) The product is: [ClH:24].[CH2:1]([O:3][C:4]1[CH:9]=[C:8]([F:10])[CH:7]=[CH:6][C:5]=1[CH:11]1[CH2:16][CH2:15][NH:14][CH2:13][CH2:12]1)[CH3:2]. Given the reactants [CH2:1]([O:3][C:4]1[CH:9]=[C:8]([F:10])[CH:7]=[CH:6][C:5]=1[CH:11]1[CH2:16][CH2:15][N:14](C(OC(C)(C)C)=O)[CH2:13][CH2:12]1)[CH3:2].[ClH:24], predict the reaction product. (3) Given the reactants [CH3:1][O:2][C:3]1[CH:4]=[CH:5][C:6]2[O:11][CH:10]=[C:9]([CH2:12][NH2:13])[O:8][C:7]=2[CH:14]=1.C(N(CC)CC)C.[CH:22]1([C:25](Cl)=[O:26])[CH2:24][CH2:23]1.Cl, predict the reaction product. The product is: [CH3:1][O:2][C:3]1[CH:4]=[CH:5][C:6]2[O:11][CH:10]=[C:9]([CH2:12][NH:13][C:25]([CH:22]3[CH2:24][CH2:23]3)=[O:26])[O:8][C:7]=2[CH:14]=1. (4) The product is: [NH2:17][C@@H:18]([C@H:22]([C:24]1[CH:29]=[CH:28][CH:27]=[CH:26][CH:25]=1)[CH3:23])[C:19]([NH:6][C:5]1[CH:7]=[CH:8][C:2]([Br:1])=[CH:3][C:4]=1[Cl:9])=[O:20]. Given the reactants [Br:1][C:2]1[CH:8]=[CH:7][C:5]([NH2:6])=[C:4]([Cl:9])[CH:3]=1.C(OC([NH:17][C@@H:18]([C@H:22]([C:24]1[CH:29]=[CH:28][CH:27]=[CH:26][CH:25]=1)[CH3:23])[C:19](O)=[O:20])=O)(C)(C)C.P(Cl)(Cl)(Cl)=O.FC(F)(F)C(O)=O, predict the reaction product. (5) The product is: [O:8]=[C:6]1[NH:5][C:4](=[O:9])[CH:3]=[C:2]([O:30][CH2:27][CH2:35][CH3:36])[N:7]1[CH2:11][C:12]1[CH:17]=[CH:16][C:15]([C:18]2[C:19]([C:24]#[N:25])=[CH:20][CH:21]=[CH:22][CH:23]=2)=[CH:14][C:13]=1[F:26]. Given the reactants Cl[C:2]1[NH:7][C:6](=[O:8])[NH:5][C:4](=[O:9])[CH:3]=1.Br[CH2:11][C:12]1[CH:17]=[CH:16][C:15]([C:18]2[C:19]([C:24]#[N:25])=[CH:20][CH:21]=[CH:22][CH:23]=2)=[CH:14][C:13]=1[F:26].[C:27](=[O:30])([O-])[O-].[K+].[K+].[OH-].[Na+].[C:35]1(C)C=CC=C[CH:36]=1, predict the reaction product. (6) Given the reactants [Cl:1][C:2]1[C:19]([Cl:20])=[CH:18][C:5]2[NH:6][C:7]([C:9]3[CH:17]=[CH:16][C:12]([C:13](O)=[O:14])=[CH:11][CH:10]=3)=[N:8][C:4]=2[CH:3]=1.CN(C=O)C.[NH2:26][C:27]1[CH:36]=[CH:35][C:34]([O:37][CH2:38][C:39]([O:41][CH3:42])=[O:40])=[CH:33][C:28]=1[C:29]([O:31][CH3:32])=[O:30].O, predict the reaction product. The product is: [Cl:20][C:19]1[C:2]([Cl:1])=[CH:3][C:4]2[NH:8][C:7]([C:9]3[CH:10]=[CH:11][C:12]([C:13]([NH:26][C:27]4[CH:36]=[CH:35][C:34]([O:37][CH2:38][C:39]([O:41][CH3:42])=[O:40])=[CH:33][C:28]=4[C:29]([O:31][CH3:32])=[O:30])=[O:14])=[CH:16][CH:17]=3)=[N:6][C:5]=2[CH:18]=1.